Dataset: Full USPTO retrosynthesis dataset with 1.9M reactions from patents (1976-2016). Task: Predict the reactants needed to synthesize the given product. (1) Given the product [C:1]([NH:8][C:9]1[S:10][C:11]([Cl:20])=[CH:12][C:13]=1[C:14]1[CH:19]=[CH:18][CH:17]=[CH:16][CH:15]=1)([O:3][C:4]([CH3:7])([CH3:6])[CH3:5])=[O:2], predict the reactants needed to synthesize it. The reactants are: [C:1]([NH:8][C:9]1[S:10][CH:11]=[CH:12][C:13]=1[C:14]1[CH:19]=[CH:18][CH:17]=[CH:16][CH:15]=1)([O:3][C:4]([CH3:7])([CH3:6])[CH3:5])=[O:2].[Cl:20]N1C(=O)CCC1=O. (2) Given the product [F:32][C:33]1[C:38]([C:39]#[N:40])=[C:37]([CH3:41])[C:36]([C@H:42]2[O:47][CH2:46][C@H:45]3[CH2:48][N:49]([C:25]([CH:24]4[C:19]5[CH:18]=[N:17][C:16]([N:11]6[CH:15]=[N:14][N:13]=[N:12]6)=[N:21][C:20]=5[CH2:22][CH2:23]4)=[O:27])[CH2:50][CH2:51][N:44]3[CH2:43]2)=[CH:35][CH:34]=1, predict the reactants needed to synthesize it. The reactants are: ON1C2C=CC=CC=2N=N1.[N:11]1([C:16]2[N:17]=[CH:18][C:19]3[CH:24]([C:25]([OH:27])=O)[CH2:23][CH2:22][C:20]=3[N:21]=2)[CH:15]=[N:14][N:13]=[N:12]1.C(Cl)CCl.[F:32][C:33]1[C:38]([C:39]#[N:40])=[C:37]([CH3:41])[C:36]([C@H:42]2[O:47][CH2:46][C@H:45]3[CH2:48][NH:49][CH2:50][CH2:51][N:44]3[CH2:43]2)=[CH:35][CH:34]=1.C(N(CC)CC)C. (3) Given the product [CH:1]1([C:6]#[C:7][C:33]#[N:34])[CH2:5][CH2:4][CH2:3][CH2:2]1, predict the reactants needed to synthesize it. The reactants are: [CH:1]1([C:6]#[CH:7])[CH2:5][CH2:4][CH2:3][CH2:2]1.O1CCCC1.C([Li])CCC.CCCCCC.C1(C#C)CCCC1.[Li].O(C1C=CC=CC=1)[C:33]#[N:34].